This data is from Full USPTO retrosynthesis dataset with 1.9M reactions from patents (1976-2016). The task is: Predict the reactants needed to synthesize the given product. (1) Given the product [NH2:11][C@H:12]1[CH2:17][CH2:16][N:15]([C:18]2[O:19][C:20]([C:24]([O:26][CH2:27][CH3:28])=[O:25])=[C:21]([CH3:23])[N:22]=2)[CH2:14][C@H:13]1[O:29][CH3:30], predict the reactants needed to synthesize it. The reactants are: C(OC([NH:11][C@H:12]1[CH2:17][CH2:16][N:15]([C:18]2[O:19][C:20]([C:24]([O:26][CH2:27][CH3:28])=[O:25])=[C:21]([CH3:23])[N:22]=2)[CH2:14][C@H:13]1[O:29][CH3:30])=O)C1C=CC=CC=1.C(OCC)(=O)C. (2) Given the product [N+:1]([C:4]1[CH:5]=[CH:6][C:7]([C:10]2([C:11]#[N:12])[CH2:18][CH2:17][CH2:16][CH2:15][CH2:14]2)=[CH:8][CH:9]=1)([O-:3])=[O:2], predict the reactants needed to synthesize it. The reactants are: [N+:1]([C:4]1[CH:9]=[CH:8][C:7]([CH2:10][C:11]#[N:12])=[CH:6][CH:5]=1)([O-:3])=[O:2].Br[CH2:14][CH2:15][CH2:16][CH2:17][CH2:18]Br.[H-].[Na+]. (3) Given the product [CH2:1]([C:8]1[CH:9]=[CH:10][C:11]([NH:14][C:18](=[O:19])[C:17]2[CH:21]=[CH:22][C:23]([CH:25]=[O:26])=[CH:24][C:16]=2[F:15])=[CH:12][CH:13]=1)[C:2]1[CH:3]=[CH:4][CH:5]=[CH:6][CH:7]=1, predict the reactants needed to synthesize it. The reactants are: [CH2:1]([C:8]1[CH:13]=[CH:12][C:11]([NH2:14])=[CH:10][CH:9]=1)[C:2]1[CH:7]=[CH:6][CH:5]=[CH:4][CH:3]=1.[F:15][C:16]1[CH:24]=[C:23]([CH:25]=[O:26])[CH:22]=[CH:21][C:17]=1[C:18](O)=[O:19].C(N(CC)C(C)C)C.CN(C(ON1N=NC2C=CC=CC1=2)=[N+](C)C)C.F[P-](F)(F)(F)(F)F. (4) Given the product [CH2:1]([O:3][C:4](=[O:25])[CH:5]([NH:21][C:22](=[O:24])[CH3:23])[CH2:11][C:12]1[C:16]2[CH:17]=[N:18][CH:19]=[CH:20][C:15]=2[NH:14][CH:13]=1)[CH3:2], predict the reactants needed to synthesize it. The reactants are: [CH2:1]([O:3][C:4](=[O:25])[C:5]([NH:21][C:22](=[O:24])[CH3:23])([CH2:11][C:12]1[C:16]2[CH:17]=[N:18][CH:19]=[CH:20][C:15]=2[NH:14][CH:13]=1)C(OCC)=O)[CH3:2].[OH-].[K+].